The task is: Predict the reaction yield, written as a fraction of the theoretical maximum amount of product (1.0 means a 100% yield; for example, 0.34 means a 34% yield).. This data is from Reaction yield outcomes from USPTO patents with 853,638 reactions. The product is [Br:1][C:2]1[CH:3]=[N:4][CH:5]=[CH:6][C:7]=1[NH:8][C:20](=[O:21])[O:22][CH3:23]. The reactants are [Br:1][C:2]1[CH:3]=[N:4][CH:5]=[CH:6][C:7]=1[NH2:8].[Li+].C[Si]([N-][Si](C)(C)C)(C)C.Cl[C:20]([O:22][CH3:23])=[O:21]. The yield is 0.590. The catalyst is C1COCC1.